Dataset: Reaction yield outcomes from USPTO patents with 853,638 reactions. Task: Predict the reaction yield, written as a fraction of the theoretical maximum amount of product (1.0 means a 100% yield; for example, 0.34 means a 34% yield). (1) The reactants are [OH:1][CH2:2][CH2:3][CH2:4][C:5]1[CH:10]=[CH:9][C:8]([C:11]2[CH:16]=[CH:15][N:14]([CH2:17][CH2:18][C:19]([CH3:34])([S:30]([CH3:33])(=[O:32])=[O:31])[C:20]([NH:22][O:23]C3CCCCO3)=[O:21])[C:13](=[O:35])[CH:12]=2)=[CH:7][CH:6]=1.Cl. The catalyst is O1CCOCC1.CO. The product is [OH:23][NH:22][C:20](=[O:21])[C:19]([CH3:34])([S:30]([CH3:33])(=[O:32])=[O:31])[CH2:18][CH2:17][N:14]1[CH:15]=[CH:16][C:11]([C:8]2[CH:9]=[CH:10][C:5]([CH2:4][CH2:3][CH2:2][OH:1])=[CH:6][CH:7]=2)=[CH:12][C:13]1=[O:35]. The yield is 0.924. (2) The yield is 0.895. The catalyst is CO. The reactants are [CH3:1][O:2][C:3]1[CH:8]=[CH:7][C:6]([OH:9])=[CH:5][CH:4]=1.[C:10](#[N:13])[CH:11]=[CH2:12]. The product is [CH3:1][O:2][C:3]1[CH:8]=[CH:7][C:6]([O:9][CH2:12][CH2:11][C:10]#[N:13])=[CH:5][CH:4]=1. (3) The reactants are C(OC(O[CH2:8][CH3:9])CBr)C.COCCOC.C(=O)([O-])O.[Na+].[N:21]1[CH:26]=[CH:25][N:24]=[C:23]([NH2:27])[N:22]=1. The catalyst is Br.O. The product is [N:21]1[N:22]2[CH:9]=[CH:8][N:27]=[C:23]2[N:24]=[CH:25][CH:26]=1. The yield is 0.0500. (4) The reactants are C[Si]([N-][Si](C)(C)C)(C)C.[Na+].[Si:11]([O:28][CH2:29][CH:30]1[CH2:35][CH2:34][C:33](=[O:36])[C:32]([C:38]2[CH:43]=[CH:42][C:41]([Cl:44])=[C:40]([C:45]([F:48])([F:47])[F:46])[CH:39]=2)([CH3:37])[CH2:31]1)([C:24]([CH3:27])([CH3:26])[CH3:25])([C:18]1[CH:23]=[CH:22][CH:21]=[CH:20][CH:19]=1)[C:12]1[CH:17]=[CH:16][CH:15]=[CH:14][CH:13]=1.ClC1C=CC(N([S:57]([C:60]([F:63])([F:62])[F:61])(=[O:59])=[O:58])[S:57]([C:60]([F:63])([F:62])[F:61])(=[O:59])=[O:58])=NC=1.[Cl-].[Na+]. The catalyst is C1COCC1.C(OCC)(=O)C. The product is [F:61][C:60]([F:63])([F:62])[S:57]([O:36][C:33]1[C:32]([C:38]2[CH:43]=[CH:42][C:41]([Cl:44])=[C:40]([C:45]([F:48])([F:46])[F:47])[CH:39]=2)([CH3:37])[CH2:31][CH:30]([CH2:29][O:28][Si:11]([C:24]([CH3:25])([CH3:26])[CH3:27])([C:12]2[CH:17]=[CH:16][CH:15]=[CH:14][CH:13]=2)[C:18]2[CH:23]=[CH:22][CH:21]=[CH:20][CH:19]=2)[CH2:35][CH:34]=1)(=[O:59])=[O:58]. The yield is 0.990. (5) The reactants are [CH3:1][C:2]1([CH3:14])[C:6](=[O:7])[CH:5]=[C:4]([C:8]2[CH:13]=[CH:12][N:11]=[CH:10][CH:9]=2)[O:3]1.C1C(=O)N([Br:22])C(=O)C1. The catalyst is C(Cl)(Cl)Cl.C(Cl)Cl. The product is [Br:22][C:5]1[C:6](=[O:7])[C:2]([CH3:14])([CH3:1])[O:3][C:4]=1[C:8]1[CH:13]=[CH:12][N:11]=[CH:10][CH:9]=1. The yield is 0.220. (6) The reactants are [C:1]([O:5][C:6]([NH:8][C@@H:9]1[CH2:14][CH2:13][CH2:12][N:11]([C:15]2[C:20]([CH:21]=[CH2:22])=[CH:19][N:18]=[C:17]3[N:23]([C:32]([O:34][C:35]([CH3:38])([CH3:37])[CH3:36])=[O:33])[CH:24]=[C:25]([NH:26][C:27]([CH:29]4[CH2:31][CH2:30]4)=[O:28])[C:16]=23)[CH2:10]1)=[O:7])([CH3:4])([CH3:3])[CH3:2].CC#N.O. The catalyst is C(O)C.[Pd]. The product is [C:1]([O:5][C:6]([NH:8][C@@H:9]1[CH2:14][CH2:13][CH2:12][N:11]([C:15]2[C:20]([CH2:21][CH3:22])=[CH:19][N:18]=[C:17]3[N:23]([C:32]([O:34][C:35]([CH3:36])([CH3:38])[CH3:37])=[O:33])[CH:24]=[C:25]([NH:26][C:27]([CH:29]4[CH2:31][CH2:30]4)=[O:28])[C:16]=23)[CH2:10]1)=[O:7])([CH3:4])([CH3:2])[CH3:3]. The yield is 0.460. (7) The reactants are [NH2:1][C:2]1[C:11]2[CH:10]=[CH:9][CH:8]=[C:7](Br)[C:6]=2[N:5]=[C:4]2[CH2:13][N:14]([CH:17]3[CH2:20][CH2:19][CH2:18]3)[C:15](=[O:16])[C:3]=12.[F:21][C:22]1[N:27]=[CH:26][C:25](B(O)O)=[CH:24][C:23]=1[CH3:31]. No catalyst specified. The product is [NH2:1][C:2]1[C:11]2[CH:10]=[CH:9][CH:8]=[C:7]([C:25]3[CH:26]=[N:27][C:22]([F:21])=[C:23]([CH3:31])[CH:24]=3)[C:6]=2[N:5]=[C:4]2[CH2:13][N:14]([CH:17]3[CH2:20][CH2:19][CH2:18]3)[C:15](=[O:16])[C:3]=12. The yield is 0.503.